This data is from Reaction yield outcomes from USPTO patents with 853,638 reactions. The task is: Predict the reaction yield, written as a fraction of the theoretical maximum amount of product (1.0 means a 100% yield; for example, 0.34 means a 34% yield). (1) The reactants are [Cl-].O[NH3+:3].[C:4](=[O:7])([O-])[OH:5].[Na+].CS(C)=O.[CH3:13][C:14]1[N:15]([C:39]2[CH:40]=[N:41][C:42]([O:45][CH:46]3[CH2:51][CH2:50][O:49][CH2:48][CH2:47]3)=[CH:43][CH:44]=2)[C:16](=[O:38])[C:17]([CH2:23][C:24]2[CH:29]=[CH:28][C:27]([C:30]3[C:31]([C:36]#[N:37])=[CH:32][CH:33]=[CH:34][CH:35]=3)=[CH:26][CH:25]=2)=[C:18]([CH2:20][CH2:21][CH3:22])[N:19]=1. The yield is 0.640. The product is [CH3:13][C:14]1[N:15]([C:39]2[CH:40]=[N:41][C:42]([O:45][CH:46]3[CH2:47][CH2:48][O:49][CH2:50][CH2:51]3)=[CH:43][CH:44]=2)[C:16](=[O:38])[C:17]([CH2:23][C:24]2[CH:25]=[CH:26][C:27]([C:30]3[CH:35]=[CH:34][CH:33]=[CH:32][C:31]=3[C:36]3[NH:3][C:4](=[O:7])[O:5][N:37]=3)=[CH:28][CH:29]=2)=[C:18]([CH2:20][CH2:21][CH3:22])[N:19]=1. The catalyst is C(OCC)(=O)C. (2) The product is [Br:10][C:8]1[CH:7]=[CH:6][C:5]2[N:4]([N:3]=[C:2]([N:12]3[CH2:17][CH2:16][O:15][CH2:14][CH2:13]3)[N:11]=2)[CH:9]=1. The reactants are Br[C:2]1[N:11]=[C:5]2[CH:6]=[CH:7][C:8]([Br:10])=[CH:9][N:4]2[N:3]=1.[NH:12]1[CH2:17][CH2:16][O:15][CH2:14][CH2:13]1. No catalyst specified. The yield is 0.660. (3) The reactants are FC(F)(F)C(O)=O.[NH2:8][C@@H:9]([CH2:16][CH2:17][C:18]1[CH:23]=[CH:22][CH:21]=[CH:20][CH:19]=1)/[CH:10]=[CH:11]/[C:12]([O:14][CH3:15])=[O:13].[CH3:24][C:25]([O:28][C:29]([NH:31][C@H:32]([C:39](O)=[O:40])[CH2:33][C:34]1[S:35][CH:36]=[CH:37][CH:38]=1)=[O:30])([CH3:27])[CH3:26].CCN=C=NCCCN(C)C.C1C=CC2N(O)N=NC=2C=1.CN1CCOCC1. The catalyst is CN(C=O)C.O. The product is [CH3:27][C:25]([O:28][C:29]([NH:31][C@H:32]([C:39]([NH:8][C@@H:9]([CH2:16][CH2:17][C:18]1[CH:19]=[CH:20][CH:21]=[CH:22][CH:23]=1)/[CH:10]=[CH:11]/[C:12]([O:14][CH3:15])=[O:13])=[O:40])[CH2:33][C:34]1[S:35][CH:36]=[CH:37][CH:38]=1)=[O:30])([CH3:24])[CH3:26]. The yield is 0.930. (4) The yield is 0.880. The catalyst is C(Cl)Cl. The product is [Br:28][C:29]1[CH:30]=[C:31]([CH:39]([CH2:43][CH:44]2[CH2:48][CH2:47][CH2:46][CH2:45]2)[C:40]([NH:49][C:50]2[S:51][CH:52]=[CH:53][N:54]=2)=[O:42])[CH:32]=[CH:33][C:34]=1[S:35]([CH3:38])(=[O:36])=[O:37]. The reactants are C1(P(C2C=CC=CC=2)C2C=CC=CC=2)C=CC=CC=1.BrN1C(=O)CCC1=O.[Br:28][C:29]1[CH:30]=[C:31]([CH:39]([CH2:43][CH:44]2[CH2:48][CH2:47][CH2:46][CH2:45]2)[C:40]([OH:42])=O)[CH:32]=[CH:33][C:34]=1[S:35]([CH3:38])(=[O:37])=[O:36].[NH2:49][C:50]1[S:51][CH:52]=[CH:53][N:54]=1. (5) The reactants are [N+:1]([C:4]1[CH:11]=[CH:10][C:7]([CH:8]=O)=[CH:6][CH:5]=1)([O-:3])=[O:2].[C:12]([O:23][CH2:24][Si:25]([CH3:28])([CH3:27])[CH3:26])(=[O:22])[CH2:13][C:14]([O:16][CH2:17][Si:18]([CH3:21])([CH3:20])[CH3:19])=[O:15].O.CCCCCCC.CCOC(C)=O. The catalyst is C1(C)C=CC=CC=1. The product is [N+:1]([C:4]1[CH:11]=[CH:10][C:7]([CH:8]=[C:13]([C:14]([O:16][CH2:17][Si:18]([CH3:19])([CH3:21])[CH3:20])=[O:15])[C:12]([O:23][CH2:24][Si:25]([CH3:26])([CH3:27])[CH3:28])=[O:22])=[CH:6][CH:5]=1)([O-:3])=[O:2]. The yield is 0.570. (6) The reactants are Cl[C:2]1[CH:11]=[C:10]([C:12]2[CH:17]=[CH:16][CH:15]=[CH:14][C:13]=2[CH3:18])[C:5]([C:6]([NH:8][CH3:9])=[O:7])=[CH:4][N:3]=1.[CH3:19][N:20]1[CH2:25][CH2:24][NH:23][CH2:22][CH2:21]1. The catalyst is [OH-].[Na+]. The product is [CH3:9][NH:8][C:6](=[O:7])[C:5]1[C:10]([C:12]2[CH:17]=[CH:16][CH:15]=[CH:14][C:13]=2[CH3:18])=[CH:11][C:2]([N:23]2[CH2:24][CH2:25][N:20]([CH3:19])[CH2:21][CH2:22]2)=[N:3][CH:4]=1. The yield is 0.837.